The task is: Binary Classification. Given a miRNA mature sequence and a target amino acid sequence, predict their likelihood of interaction.. This data is from Experimentally validated miRNA-target interactions with 360,000+ pairs, plus equal number of negative samples. (1) Result: 0 (no interaction). The protein sequence of the target gene is MLANSASVRILIKGGKVVNDDCTHEADVYIESGIIQQVGRELMIPGGAKVIDATGKLVIPGGIDTSTHFHQTFMNATCVDDFYHGTKAALVGGTTMIIGHVLPDKETSLVEAYEKCRALADPKVCCDYALHVGITWWAPKVKAEMETLVREKGVNSFQMFMTYKDLYMLRDSELYQVFHACRDIGAIPRVHAENGELVAEGAKEALDLGITGPEGIEISHPEELEAEATHRVITIANRTHCPIYLVNVSSISAGDVIAAAKMQGKVVLAETTNAHATLTGLHYYHQDWSHAAAYVTVPPL.... The miRNA is rno-miR-145-5p with sequence GUCCAGUUUUCCCAGGAAUCCCU. (2) The miRNA is mmu-miR-3070-2-3p with sequence UGGUGCUAUGGUCAGGGGUAGA. The protein sequence of the target gene is MPRGSRSAASRPASRPAAPSAHPPAHPPPSAAAPAPAPSGQPGLMAQMATTAAGVAVGSAVGHVMGSALTGAFSGGSSEPSQPAVQQAPTPAAPQPLQMGPCAYEIRQFLDCSTTQSDLSLCEGFSEALKQCKYYHGLSSLP. Result: 0 (no interaction).